Predict the product of the given reaction. From a dataset of Forward reaction prediction with 1.9M reactions from USPTO patents (1976-2016). The product is: [F:9][C:8]([F:11])([F:10])[C:6]1[N:5]=[C:4]([O:12][CH:13]2[CH2:18][CH2:17][N:16]([C:19]([O:21][C:22]([CH3:25])([CH3:24])[CH3:23])=[O:20])[CH2:15][CH2:14]2)[CH:3]=[C:2]([CH:26]=[CH2:27])[N:7]=1. Given the reactants Cl[C:2]1[N:7]=[C:6]([C:8]([F:11])([F:10])[F:9])[N:5]=[C:4]([O:12][CH:13]2[CH2:18][CH2:17][N:16]([C:19]([O:21][C:22]([CH3:25])([CH3:24])[CH3:23])=[O:20])[CH2:15][CH2:14]2)[CH:3]=1.[C:26](OCC)(=O)[CH3:27], predict the reaction product.